This data is from Forward reaction prediction with 1.9M reactions from USPTO patents (1976-2016). The task is: Predict the product of the given reaction. (1) Given the reactants [C:1]([C:5]1[CH:25]=[CH:24][C:8]([O:9][CH:10]([CH2:16][C:17]2[CH:22]=[CH:21][C:20]([OH:23])=[CH:19][CH:18]=2)[C:11]([O:13][CH2:14][CH3:15])=[O:12])=[CH:7][CH:6]=1)([CH3:4])([CH3:3])[CH3:2].CS(O[CH2:31][CH2:32][NH:33][C:34](=[O:40])[O:35][C:36]([CH3:39])([CH3:38])[CH3:37])(=O)=O.C(=O)([O-])[O-].[K+].[K+], predict the reaction product. The product is: [C:36]([O:35][C:34]([NH:33][CH2:32][CH2:31][O:23][C:20]1[CH:19]=[CH:18][C:17]([CH2:16][CH:10]([O:9][C:8]2[CH:24]=[CH:25][C:5]([C:1]([CH3:2])([CH3:3])[CH3:4])=[CH:6][CH:7]=2)[C:11]([O:13][CH2:14][CH3:15])=[O:12])=[CH:22][CH:21]=1)=[O:40])([CH3:39])([CH3:38])[CH3:37]. (2) Given the reactants [F:1][C:2]1[CH:7]=[CH:6][C:5]([C:8]2[CH:9]=[C:10]([C:15]([O:17]C)=[O:16])[C:11](=[O:14])[NH:12][N:13]=2)=[CH:4][C:3]=1[CH3:19].[Cl:20][C:21]1[CH:28]=[CH:27][C:24]([CH2:25]Cl)=[CH:23][CH:22]=1, predict the reaction product. The product is: [C:15]([C:10]1[C:11](=[O:14])[N:12]([CH2:25][C:24]2[CH:27]=[CH:28][C:21]([Cl:20])=[CH:22][CH:23]=2)[N:13]=[C:8]([C:5]2[CH:6]=[CH:7][C:2]([F:1])=[C:3]([CH3:19])[CH:4]=2)[CH:9]=1)([OH:17])=[O:16]. (3) Given the reactants Cl.[N:2]1([CH2:8][C@@H:9]2[CH2:14][CH2:13][CH2:12][CH2:11][C@H:10]2[NH2:15])[CH2:7][CH2:6][CH2:5][CH2:4][CH2:3]1.[CH3:16][O:17][C:18]1[CH:23]=[C:22]([CH3:24])[CH:21]=[CH:20][C:19]=1[S:25](Cl)(=[O:27])=[O:26].C(N(CC)CC)C, predict the reaction product. The product is: [CH3:16][O:17][C:18]1[CH:23]=[C:22]([CH3:24])[CH:21]=[CH:20][C:19]=1[S:25]([NH:15][C@@H:10]1[CH2:11][CH2:12][CH2:13][CH2:14][C@H:9]1[CH2:8][N:2]1[CH2:7][CH2:6][CH2:5][CH2:4][CH2:3]1)(=[O:26])=[O:27]. (4) Given the reactants C([O:4][C:5]1[C:9]([CH3:10])=[N:8][N:7]([C:11]2[CH:16]=[CH:15][C:14]([F:17])=[CH:13][CH:12]=2)[N:6]=1)(=O)C.[OH-].[Na+], predict the reaction product. The product is: [F:17][C:14]1[CH:13]=[CH:12][C:11]([N:7]2[NH:6][C:5](=[O:4])[C:9]([CH3:10])=[N:8]2)=[CH:16][CH:15]=1. (5) Given the reactants [F:1][C:2]([F:40])([F:39])[C:3]1[CH:38]=[CH:37][C:6]([CH2:7][NH:8][C:9]2[N:14]=[CH:13][C:12]([C:15]([C:18]3[C:26]4[C:21](=[N:22][CH:23]=[CH:24][CH:25]=4)[N:20]([Si](C(C)C)(C(C)C)C(C)C)[CH:19]=3)(O)[CH3:16])=[CH:11][CH:10]=2)=[CH:5][CH:4]=1.FC(F)(F)C(O)=O.C([SiH](CC)CC)C, predict the reaction product. The product is: [NH:20]1[C:21]2=[N:22][CH:23]=[CH:24][CH:25]=[C:26]2[C:18]([C:15]([C:12]2[CH:11]=[CH:10][C:9]([NH:8][CH2:7][C:6]3[CH:5]=[CH:4][C:3]([C:2]([F:1])([F:40])[F:39])=[CH:38][CH:37]=3)=[N:14][CH:13]=2)=[CH2:16])=[CH:19]1. (6) Given the reactants CS([O:5][CH:6]1[CH2:11][CH2:10][N:9]([C:12]([O:14][C:15]([CH3:18])([CH3:17])[CH3:16])=[O:13])[CH2:8][CH2:7]1)(=O)=O.C(=O)([O-])[O-].[K+].[K+].CN(C)C=O.[Cl:30][C:31]1[CH:32]=[CH:33][C:34](O)=[N:35][CH:36]=1, predict the reaction product. The product is: [Cl:30][C:31]1[CH:32]=[CH:33][C:34]([O:5][CH:6]2[CH2:11][CH2:10][N:9]([C:12]([O:14][C:15]([CH3:18])([CH3:17])[CH3:16])=[O:13])[CH2:8][CH2:7]2)=[N:35][CH:36]=1. (7) Given the reactants [CH2:1]([O:3][C:4](=[O:30])[CH2:5][CH2:6][S:7][C:8]1[S:12][C:11]([NH:13][C:14]([N:16]([C@H:23]2[CH2:28][CH2:27][C@H:26]([CH3:29])[CH2:25][CH2:24]2)[CH:17]2[CH2:22][CH2:21][NH:20][CH2:19][CH2:18]2)=[O:15])=[N:10][CH:9]=1)[CH3:2].[CH3:31][N:32]([CH3:37])[S:33](Cl)(=[O:35])=[O:34], predict the reaction product. The product is: [CH2:1]([O:3][C:4](=[O:30])[CH2:5][CH2:6][S:7][C:8]1[S:12][C:11]([NH:13][C:14]([N:16]([CH:17]2[CH2:22][CH2:21][N:20]([S:33](=[O:35])(=[O:34])[N:32]([CH3:37])[CH3:31])[CH2:19][CH2:18]2)[C@H:23]2[CH2:28][CH2:27][C@H:26]([CH3:29])[CH2:25][CH2:24]2)=[O:15])=[N:10][CH:9]=1)[CH3:2].[CH3:31][N:32]([CH3:37])[S:33]([N:20]1[CH2:19][CH2:18][CH:17]([N:16]([C@H:23]2[CH2:28][CH2:27][C@H:26]([CH3:29])[CH2:25][CH2:24]2)[C:14](=[O:15])[NH:13][C:11]2[S:12][C:8]([S:7][CH2:6][CH2:5][C:4]([OH:3])=[O:30])=[CH:9][N:10]=2)[CH2:22][CH2:21]1)(=[O:35])=[O:34]. (8) Given the reactants [F:1][C:2]1[CH:7]=[C:6]([O:8][CH2:9][C:10]2[S:11][C:12]([CH2:17][OH:18])=[C:13]([O:15][CH3:16])[CH:14]=2)[CH:5]=[CH:4][C:3]=1[CH2:19][CH2:20][C:21]([O:23][CH2:24][CH3:25])=[O:22].CC(OI1(OC(C)=O)(OC(C)=O)OC(=O)C2C=CC=CC1=2)=O, predict the reaction product. The product is: [F:1][C:2]1[CH:7]=[C:6]([O:8][CH2:9][C:10]2[S:11][C:12]([CH:17]=[O:18])=[C:13]([O:15][CH3:16])[CH:14]=2)[CH:5]=[CH:4][C:3]=1[CH2:19][CH2:20][C:21]([O:23][CH2:24][CH3:25])=[O:22]. (9) The product is: [CH3:47][O:48][C:49](=[O:58])[CH:50]([P:52]([O:54][CH3:55])([O:56][CH3:57])=[O:53])[NH:51][C:28](=[O:30])[C:27]1[C:31]([CH3:46])=[CH:32][C:33]([C:35]([NH:37][CH2:38][C:39]2[CH:44]=[CH:43][CH:42]=[C:41]([OH:45])[CH:40]=2)=[O:36])=[CH:34][C:26]=1[Cl:25]. Given the reactants F[P-](F)(F)(F)(F)F.N1(OC(N(C)C)=[N+](C)C)C2C=CC=CC=2N=N1.[Cl:25][C:26]1[CH:34]=[C:33]([C:35]([NH:37][CH2:38][C:39]2[CH:44]=[CH:43][CH:42]=[C:41]([OH:45])[CH:40]=2)=[O:36])[CH:32]=[C:31]([CH3:46])[C:27]=1[C:28]([OH:30])=O.[CH3:47][O:48][C:49](=[O:58])[CH:50]([P:52]([O:56][CH3:57])([O:54][CH3:55])=[O:53])[NH2:51].COC(=O)C(P(OC)(OC)=O)NC(OCC1C=CC=CC=1)=O.ON1C2C=CC=CC=2N=N1.C(N(C(C)C)CC)(C)C, predict the reaction product.